Regression. Given a peptide amino acid sequence and an MHC pseudo amino acid sequence, predict their binding affinity value. This is MHC class I binding data. From a dataset of Peptide-MHC class I binding affinity with 185,985 pairs from IEDB/IMGT. (1) The peptide sequence is SRYFGNVRL. The MHC is HLA-A31:01 with pseudo-sequence HLA-A31:01. The binding affinity (normalized) is 0.0847. (2) The peptide sequence is RQFGTAFEF. The MHC is Mamu-B3901 with pseudo-sequence Mamu-B3901. The binding affinity (normalized) is 0.689.